Dataset: Full USPTO retrosynthesis dataset with 1.9M reactions from patents (1976-2016). Task: Predict the reactants needed to synthesize the given product. Given the product [F:32][C:33]1[CH:34]=[C:35]([S:42]([N:20]2[CH2:21][CH2:22][N:17]([C:14]3[CH:13]=[CH:12][C:11]([C:5]([OH:10])([C:6]([F:9])([F:8])[F:7])[C:4]([F:3])([F:23])[F:24])=[CH:16][CH:15]=3)[CH2:18][CH2:19]2)(=[O:43])=[O:44])[CH:36]=[CH:37][C:38]=1[N+:39]([O-:41])=[O:40], predict the reactants needed to synthesize it. The reactants are: Cl.Cl.[F:3][C:4]([F:24])([F:23])[C:5]([C:11]1[CH:16]=[CH:15][C:14]([N:17]2[CH2:22][CH2:21][NH:20][CH2:19][CH2:18]2)=[CH:13][CH:12]=1)([OH:10])[C:6]([F:9])([F:8])[F:7].C(N(CC)CC)C.[F:32][C:33]1[CH:34]=[C:35]([S:42](Cl)(=[O:44])=[O:43])[CH:36]=[CH:37][C:38]=1[N+:39]([O-:41])=[O:40].